Dataset: Forward reaction prediction with 1.9M reactions from USPTO patents (1976-2016). Task: Predict the product of the given reaction. Given the reactants [O:1]1[C:5]2[CH:6]=[CH:7][CH:8]=[CH:9][C:4]=2[CH:3]=[C:2]1[C:10]1[C:11]([NH2:17])=[N:12][CH:13]=[C:14]([Br:16])[N:15]=1.[C:18]([O:22][C:23](O[C:23]([O:22][C:18]([CH3:21])([CH3:20])[CH3:19])=[O:24])=[O:24])([CH3:21])([CH3:20])[CH3:19], predict the reaction product. The product is: [O:1]1[C:5]2[CH:6]=[CH:7][CH:8]=[CH:9][C:4]=2[CH:3]=[C:2]1[C:10]1[C:11]([NH:17][C:23](=[O:24])[O:22][C:18]([CH3:21])([CH3:20])[CH3:19])=[N:12][CH:13]=[C:14]([Br:16])[N:15]=1.